From a dataset of Reaction yield outcomes from USPTO patents with 853,638 reactions. Predict the reaction yield, written as a fraction of the theoretical maximum amount of product (1.0 means a 100% yield; for example, 0.34 means a 34% yield). (1) The reactants are [Br:1][C:2]1[C:3]([CH3:10])=[C:4](N)[CH:5]=[N:6][C:7]=1[CH3:8].[B-](F)(F)(F)[F:12].N#[O+].F[B-](F)(F)F.C([N+]1C=CN(C)C=1)CCC. The catalyst is C(OCC)(=O)C. The product is [Br:1][C:2]1[C:7]([CH3:8])=[N:6][CH:5]=[C:4]([F:12])[C:3]=1[CH3:10]. The yield is 0.430. (2) The reactants are C(O)(C(F)(F)F)=O.C(OC(=O)[NH:14][CH2:15][C:16]1([C:19]2[O:20][C:21]([CH:24]3[CH2:30][CH2:29][C@@H:28]4[CH2:31][N:25]3[C:26](=[O:40])[N:27]4[O:32][CH2:33][C:34]3[CH:39]=[CH:38][CH:37]=[CH:36][CH:35]=3)=[N:22][N:23]=2)[CH2:18][CH2:17]1)(C)(C)C. The catalyst is C(Cl)Cl. The product is [NH2:14][CH2:15][C:16]1([C:19]2[O:20][C:21]([CH:24]3[CH2:30][CH2:29][C@@H:28]4[CH2:31][N:25]3[C:26](=[O:40])[N:27]4[O:32][CH2:33][C:34]3[CH:39]=[CH:38][CH:37]=[CH:36][CH:35]=3)=[N:22][N:23]=2)[CH2:17][CH2:18]1. The yield is 0.990. (3) The reactants are [Cl:1][C:2]1[CH:3]=[C:4]([SH:8])[CH:5]=[CH:6][CH:7]=1.[H-].[Na+].[CH2:11]([O:13][C:14](=[O:17])[CH2:15]Br)C. The catalyst is CN(C=O)C. The product is [CH3:11][O:13][C:14](=[O:17])[CH2:15][S:8][C:4]1[CH:5]=[CH:6][CH:7]=[C:2]([Cl:1])[CH:3]=1. The yield is 0.910.